This data is from Experimentally validated miRNA-target interactions with 360,000+ pairs, plus equal number of negative samples. The task is: Binary Classification. Given a miRNA mature sequence and a target amino acid sequence, predict their likelihood of interaction. (1) The miRNA is mmu-miR-499-3p with sequence GAACAUCACAGCAAGUCUGUGCU. The protein sequence of the target gene is MPTNGLHQVLKIQFGLVNDTDRYLTAESFGFKVNASAPSLKRKQTWVLEPDPGQGTAVLLRSSHLGRYLSAEEDGRVACEAEQPGRDCRFLVLPQPDGRWVLRSEPHGRFFGGTEDQLSCFATAVSPAELWTVHLAIHPQAHLLSVSRRRYVHLCPREDEMAADGDKPWGVDALLTLIFRSRRYCLKSCDSRYLRSDGRLVWEPEPRACYTLEFKAGKLAFKDCDGHYLAPVGPAGTLKAGRNTRPGKDELFDLEESHPQVVLVAANHRYVSVRQGVNVSANQDDELDHETFLMQIDQET.... Result: 0 (no interaction). (2) The miRNA is hsa-miR-4741 with sequence CGGGCUGUCCGGAGGGGUCGGCU. The protein sequence of the target gene is MASSTSTRTPAGKRVVNQEELRRLMREKQRLSTNRKRIESPFAKYNRLGQLSCALCNTPVKSELLWQTHVLGKQHRERVAELKGAKGATQGPSTGTVPQATKRRATDVESQDAKKAKASAGPQVQPSTSASSANLDAARAAPSKPGLGLLPDYDDEEEEEEEGGGEERRDSSKHLPDAQGKEHSLASPRETTSNVLPNDPFNTNPPKAPLVPHSGSIEKAEIHEKVVERRENTAEALPEGFFDDPEVDAKVRKVDAPKDQMDKEWDEFQKAMRQVNTISEAIVAEEDEEGRLDRQIGEID.... Result: 0 (no interaction). (3) The miRNA is hsa-miR-6802-3p with sequence UUCACCCCUCUCACCUAAGCAG. The protein sequence of the target gene is MSKLPRELTRDLERSLPAVASLGSSLSHSQSLSSHLLPPPEKRRAISDVRRTFCLFVTFDLLFISLLWIIELNTNTGIRKNLEQEIIQYNFKTSFFDIFVLAFFRFSGLLLGYAVLRLRHWWVIAVTTLVSSAFLIVKVILSELLSKGAFGYLLPIVSFVLAWLETWFLDFKVLPQEAEEERWYLAAQVAVARGPLLFSGALSEGQFYSPPESFAGSDNESDEEVAGKKSFSAQEREYIRQGKEATAVVDQILAQEENWKFEKNNEYGDTVYTIEVPFHGKTFILKTFLPCPAELVYQEV.... Result: 0 (no interaction). (4) The miRNA is hsa-miR-105-3p with sequence ACGGAUGUUUGAGCAUGUGCUA. The protein sequence of the target gene is MASEKPGPGPGLEPQPVGLIAVGAAGGGGGGSGGGGTGGSGMGELRGASGSGSVMLPAGMINPSVPIRNIRMKFAVLIGLIQVGEVSNRDIVETVLNLLVGGEFDLEMNFIIQDAESITCMTELLEHCDVTCQAEIWSMFTAILRKSVRNLQTSTEVGLIEQVLLKMSAVDDMIADLLVDMLGVLASYSITVKELKLLFSMLRGESGIWPRHAVKLLSVLNQMPQRHGPDTFFNFPGCSAAAIALPPIAKWPYQNGFTLNTWFRMDPLNNINVDKDKPYLYCFRTSKGVGYSAHFVGNCL.... Result: 0 (no interaction). (5) The miRNA is hsa-miR-3196 with sequence CGGGGCGGCAGGGGCCUC. The protein sequence of the target gene is MGSWTPRSPRSPLHAVLLRWGPRRLPPLLPLLLLLWPPPLQVGGFNLDAEAPAVLSGPPGSLFGFSVEFYRPGRDGVSVLVGAPKANTSQPGVLQGGAVYVCPWGTSPIQCTTIQFDSKGSRILESSLYSAKGEEPVEYKSLQWFGATVRAHGSSILACAPLYSWRTEKDPQNDPVGTCYLSTENFTRILEYAPCRSDFGSAAGQGYCQGGFSAEFTKTGRVVLGGPGSYFWQGQILSATQEQISESYYPEYLINPVQGQLQTRQASSVYDDSYLGYSVAVGEFSGDDTEDFVAGVPKGN.... Result: 0 (no interaction). (6) The miRNA is hsa-miR-7110-5p with sequence UGGGGGUGUGGGGAGAGAGAG. The protein sequence of the target gene is MDDWKPSPLIKPFGARKKRSWYLTWKYKLTNQRALRRFCQTGAVLFLLVTVIVNIKLILDTRRAISEANEDPEPEQDYDEALGRLEPPRRRGSGPRRVLDVEVYSSRSKVYVAVDGTTVLEDEAREQGRGIHVIVLNQATGHVMAKRVFDTYSPHEDEAMVLFLNMVAPGRVLICTVKDEGSFHLKDTAKALLRSLGSQAGPALGWRDTWAFVGRKGGPVFGEKHSKSPALSSWGDPVLLKTDVPLSSAEEAECHWADTELNRRRRRFCSKVEGYGSVCSCKDPTPIEFSPDPLPDNKVL.... Result: 1 (interaction). (7) The miRNA is hsa-miR-4754 with sequence AUGCGGACCUGGGUUAGCGGAGU. The protein sequence of the target gene is MACLGFQRHKAQLNLATRTWPCTLLFFLLFIPVFCKAMHVAQPAVVLASSRGIASFVCEYASPGKATEVRVTVLRQADSQVTEVCAATYMMGNELTFLDDSICTGTSSGNQVNLTIQGLRAMDTGLYICKVELMYPPPYYLGIGNGTQIYVIDPEPCPDSDFLLWILAAVSSGLFFYSFLLTAVSLSKMLKKRSPLTTGVYVKMPPTEPECEKQFQPYFIPIN. Result: 0 (no interaction). (8) The miRNA is mmu-miR-708-5p with sequence AAGGAGCUUACAAUCUAGCUGGG. The protein sequence of the target gene is MEREPAGTEEPGPPGRRRRREGRTRTVRSNLLPPPGAEDPAAGAAKGERRRRRGCAQHLADNRLKTTKYTLLSFLPKNLFEQFHRPANVYFVFIALLNFVPAVNAFQPGLALAPVLFILAITAFRDLWEDYSRHRSDHKINHLGCLVFSREEKKYVNRFWKEIHVGDFVRLRCNEIFPADILLLSSSDPDGLCHIETANLDGETNLKRRQVVRGFSELVSEFNPLTFTSVIECEKPNNDLSRFRGCIIHDNGKKAGLYKENLLLRGCTLRNTDAVVGIVIYAGHETKALLNNSGPRYKRS.... Result: 0 (no interaction).